The task is: Predict the reaction yield, written as a fraction of the theoretical maximum amount of product (1.0 means a 100% yield; for example, 0.34 means a 34% yield).. This data is from Reaction yield outcomes from USPTO patents with 853,638 reactions. (1) The reactants are [Mg].Br[C:3]1[CH:8]=[CH:7][C:6]([CH2:9][CH3:10])=[CH:5][CH:4]=1.[Br:11][C:12]1[CH:13]=[C:14]([CH:17]=[CH:18][C:19]=1[O:20][CH2:21][CH3:22])[CH:15]=[O:16].[Cl-].[NH4+]. The catalyst is C1COCC1. The product is [Br:11][C:12]1[CH:13]=[C:14]([CH:15]([C:3]2[CH:8]=[CH:7][C:6]([CH2:9][CH3:10])=[CH:5][CH:4]=2)[OH:16])[CH:17]=[CH:18][C:19]=1[O:20][CH2:21][CH3:22]. The yield is 0.880. (2) The reactants are Br[C:2]1[CH:3]=[C:4]([C:8]2[CH:13]=[C:12]([C:14]3[CH:19]=[CH:18][CH:17]=[C:16](Br)[CH:15]=3)[N:11]=[C:10]([C:21]3[CH:26]=[CH:25][CH:24]=[CH:23][CH:22]=3)[N:9]=2)[CH:5]=[CH:6][CH:7]=1.[C:27]1(B(O)O)[C:36]2[C:31](=[CH:32][CH:33]=[CH:34][CH:35]=2)[CH:30]=[CH:29][CH:28]=1.CC1C=CC=CC=1P([C:55]1[CH:60]=[CH:59][CH:58]=[CH:57][C:56]=1[CH3:61])C1C=CC=CC=1C.C(=O)([O-])[O-].[K+].[K+].[C:68]1(C)[CH:73]=CC=C[CH:69]=1. The catalyst is C([O-])(=O)C.[Pd+2].C([O-])(=O)C.C(O)C. The product is [C:27]1([C:2]2[CH:3]=[C:4]([C:8]3[CH:13]=[C:12]([C:14]4[CH:19]=[CH:18][CH:17]=[C:16]([C:57]5[C:56]6[C:55](=[CH:69][CH:68]=[CH:73][CH:61]=6)[CH:60]=[CH:59][CH:58]=5)[CH:15]=4)[N:11]=[C:10]([C:21]4[CH:26]=[CH:25][CH:24]=[CH:23][CH:22]=4)[N:9]=3)[CH:5]=[CH:6][CH:7]=2)[C:36]2[C:31](=[CH:32][CH:33]=[CH:34][CH:35]=2)[CH:30]=[CH:29][CH:28]=1. The yield is 0.850. (3) The catalyst is C(O)C.O. The product is [Cl:8][C:7]1[C:2]([NH2:1])=[C:3]([N:10]2[C:18]3[C:13](=[CH:14][CH:15]=[CH:16][CH:17]=3)[CH2:12][CH2:11]2)[N:4]=[CH:5][N:6]=1. The reactants are [NH2:1][C:2]1[C:3](Cl)=[N:4][CH:5]=[N:6][C:7]=1[Cl:8].[NH:10]1[C:18]2[C:13](=[CH:14][CH:15]=[CH:16][CH:17]=2)[CH2:12][CH2:11]1.Cl. The yield is 0.340.